Task: Regression. Given a peptide amino acid sequence and an MHC pseudo amino acid sequence, predict their binding affinity value. This is MHC class II binding data.. Dataset: Peptide-MHC class II binding affinity with 134,281 pairs from IEDB (1) The peptide sequence is LCNFKKNIIALLIIP. The MHC is DRB1_0701 with pseudo-sequence DRB1_0701. The binding affinity (normalized) is 0.441. (2) The peptide sequence is TVTVFKIPKKASEGA. The MHC is HLA-DQA10501-DQB10201 with pseudo-sequence HLA-DQA10501-DQB10201. The binding affinity (normalized) is 0.158. (3) The peptide sequence is YDKFLANVSLVLTGK. The MHC is DRB1_1602 with pseudo-sequence DRB1_1602. The binding affinity (normalized) is 0.869. (4) The peptide sequence is APTGMFVAGAKYMVI. The MHC is HLA-DQA10102-DQB10502 with pseudo-sequence HLA-DQA10102-DQB10502. The binding affinity (normalized) is 0.0837.